Dataset: Catalyst prediction with 721,799 reactions and 888 catalyst types from USPTO. Task: Predict which catalyst facilitates the given reaction. (1) Reactant: [O:1]=[S:2]1(=[O:62])[CH2:7][CH2:6][N:5]([CH2:8][CH:9]([NH:14][C@:15]23[CH2:58][CH2:57][C@@H:56]([C:59]([CH3:61])=[CH2:60])[C@@H:16]2[C@@H:17]2[C@@:30]([CH3:33])([CH2:31][CH2:32]3)[C@@:29]3([CH3:34])[C@@H:20]([C@:21]4([CH3:55])[C@@H:26]([CH2:27][CH2:28]3)[C:25]([CH3:36])([CH3:35])[C:24]([C:37]3[CH2:42][CH2:41][C@@:40]([CH2:53][F:54])([C:43]([O:45]CC5C=CC=CC=5)=[O:44])[CH2:39][CH:38]=3)=[CH:23][CH2:22]4)[CH2:19][CH2:18]2)[C:10]([F:13])([F:12])[F:11])[CH2:4][CH2:3]1.[CH3:63][OH:64].[OH-:65].[Li+].O=S1(=O)CCN(CC(N[C@]23CC[C@@H](C(C)=C)[C@@H]2[C@@H]2[C@@](C)(CC3)[C@@]3(C)[C@@H]([C@]4(C)[C@@H](CC3)C(C)(C)C(C3CC[C@@](CF)(C(O)=O)CC=3)=CC4)CC2)[C:76]([F:79])([F:78])[F:77])CC1. Product: [O:62]=[S:2]1(=[O:1])[CH2:3][CH2:4][N:5]([CH2:8][CH:9]([NH:14][C@:15]23[CH2:58][CH2:57][C@@H:56]([C:59]([CH3:61])=[CH2:60])[C@@H:16]2[C@@H:17]2[C@@:30]([CH3:33])([CH2:31][CH2:32]3)[C@@:29]3([CH3:34])[C@@H:20]([C@:21]4([CH3:55])[C@@H:26]([CH2:27][CH2:28]3)[C:25]([CH3:36])([CH3:35])[C:24]([C:37]3[CH2:42][CH2:41][C@@:40]([CH2:53][F:54])([C:43]([OH:45])=[O:44])[CH2:39][CH:38]=3)=[CH:23][CH2:22]4)[CH2:19][CH2:18]2)[C:10]([F:11])([F:12])[F:13])[CH2:6][CH2:7]1.[C:63]([OH:65])([C:76]([F:79])([F:78])[F:77])=[O:64]. The catalyst class is: 1. (2) Reactant: [Cl:1][C:2]1[CH:7]=[CH:6][C:5]([N:8]=[C:9]2[CH2:14][CH2:13][CH2:12][C:11](=[C:15]([CH3:17])[CH3:16])[S:10]2)=[CH:4][CH:3]=1.C([N-]C(C)C)(C)C.[Li+].[CH:26](OCC)=[O:27].[Cl-].[NH4+]. Product: [Cl:1][C:2]1[CH:7]=[CH:6][C:5]([NH:8][C:9]2[S:10][C:11](=[C:15]([CH3:17])[CH3:16])[CH2:12][CH2:13][C:14]=2[CH:26]=[O:27])=[CH:4][CH:3]=1. The catalyst class is: 7. (3) Reactant: [Li+].[OH-].C[O:4][C:5]([C:7]1[C:11]2[CH:12]=[CH:13][CH:14]=[CH:15][C:10]=2[S:9](=[O:17])(=[O:16])[N:8]=1)=[O:6]. Product: [C:5]([C:7]1[C:11]2[CH:12]=[CH:13][CH:14]=[CH:15][C:10]=2[S:9](=[O:17])(=[O:16])[N:8]=1)([OH:6])=[O:4]. The catalyst class is: 90. (4) Reactant: [NH2:1][CH2:2][C@@H:3]1[CH2:7][CH2:6][N:5]([C:8]([O:10][C:11]([CH3:14])([CH3:13])[CH3:12])=[O:9])[CH2:4]1.[Br:15][C:16]1[CH:21]=[C:20]([N+:22]([O-:24])=[O:23])[C:19](F)=[CH:18][C:17]=1[F:26]. Product: [Br:15][C:16]1[C:17]([F:26])=[CH:18][C:19]([NH:1][CH2:2][C@@H:3]2[CH2:7][CH2:6][N:5]([C:8]([O:10][C:11]([CH3:14])([CH3:13])[CH3:12])=[O:9])[CH2:4]2)=[C:20]([N+:22]([O-:24])=[O:23])[CH:21]=1. The catalyst class is: 14. (5) Reactant: [N:1]1([C:7]2[CH:15]=[CH:14][C:13]([N+:16]([O-:18])=[O:17])=[CH:12][C:8]=2[C:9](Cl)=[O:10])[CH2:6][CH2:5][O:4][CH2:3][CH2:2]1.[Cl:19][C:20]1[CH:21]=[C:22]([CH:25]=[CH:26][C:27]=1[N:28]1[CH2:33][CH2:32][NH:31][CH2:30][CH2:29]1)[C:23]#[N:24].CCN(CC)CC. Product: [Cl:19][C:20]1[CH:21]=[C:22]([CH:25]=[CH:26][C:27]=1[N:28]1[CH2:33][CH2:32][N:31]([C:9](=[O:10])[C:8]2[CH:12]=[C:13]([N+:16]([O-:18])=[O:17])[CH:14]=[CH:15][C:7]=2[N:1]2[CH2:6][CH2:5][O:4][CH2:3][CH2:2]2)[CH2:30][CH2:29]1)[C:23]#[N:24]. The catalyst class is: 2. (6) Reactant: [Cl:1][C:2]1[C:3]([NH:17][NH2:18])=[N:4][C:5]2[C:10]([N:11]=1)=[CH:9][C:8]([C:12]([O:14][CH3:15])=[O:13])=[C:7]([CH3:16])[CH:6]=2.C(O)(=O)C.[S:23]1[CH2:28][CH2:27][CH:26]([CH2:29][CH:30]=O)[CH2:25][CH2:24]1.O. Product: [Cl:1][C:2]1[C:3]2[N:4]([C:30]([CH2:29][CH:26]3[CH2:27][CH2:28][S:23][CH2:24][CH2:25]3)=[N:18][N:17]=2)[C:5]2[C:10]([N:11]=1)=[CH:9][C:8]([C:12]([O:14][CH3:15])=[O:13])=[C:7]([CH3:16])[CH:6]=2. The catalyst class is: 22.